Task: Predict the reaction yield, written as a fraction of the theoretical maximum amount of product (1.0 means a 100% yield; for example, 0.34 means a 34% yield).. Dataset: Reaction yield outcomes from USPTO patents with 853,638 reactions The reactants are [NH2:1][C:2]1[CH:7]=[CH:6][C:5](B(O)O)=[CH:4][CH:3]=1.[C:11]([O:15][C:16]([N:18]1[C@@H:23]([CH3:24])[CH:22]=[C:21](OS(C(F)(F)F)(=O)=O)[CH2:20][C@@H:19]1[CH3:33])=[O:17])([CH3:14])([CH3:13])[CH3:12]. No catalyst specified. The product is [C:11]([O:15][C:16]([N:18]1[CH:19]([CH3:33])[CH:20]=[C:21]([C:5]2[CH:6]=[CH:7][C:2]([NH2:1])=[CH:3][CH:4]=2)[CH2:22][CH:23]1[CH3:24])=[O:17])([CH3:14])([CH3:12])[CH3:13]. The yield is 0.570.